This data is from Peptide-MHC class I binding affinity with 185,985 pairs from IEDB/IMGT. The task is: Regression. Given a peptide amino acid sequence and an MHC pseudo amino acid sequence, predict their binding affinity value. This is MHC class I binding data. (1) The peptide sequence is VLNRHAITMY. The MHC is HLA-A33:01 with pseudo-sequence HLA-A33:01. The binding affinity (normalized) is 0. (2) The peptide sequence is SIENKHQRR. The MHC is HLA-A03:01 with pseudo-sequence HLA-A03:01. The binding affinity (normalized) is 0.0681. (3) The peptide sequence is ETIEILRNY. The MHC is HLA-B40:01 with pseudo-sequence HLA-B40:01. The binding affinity (normalized) is 0.0847. (4) The peptide sequence is IAGIILLIL. The MHC is HLA-A02:01 with pseudo-sequence HLA-A02:01. The binding affinity (normalized) is 0.253. (5) The peptide sequence is YLGTPNNTY. The MHC is HLA-A30:01 with pseudo-sequence HLA-A30:01. The binding affinity (normalized) is 0.0847. (6) The peptide sequence is ARLFGIRAK. The MHC is HLA-A02:01 with pseudo-sequence HLA-A02:01. The binding affinity (normalized) is 0.0847. (7) The MHC is HLA-B08:01 with pseudo-sequence HLA-B08:01. The binding affinity (normalized) is 0.362. The peptide sequence is TLKGTSYKM.